This data is from NCI-60 drug combinations with 297,098 pairs across 59 cell lines. The task is: Regression. Given two drug SMILES strings and cell line genomic features, predict the synergy score measuring deviation from expected non-interaction effect. (1) Drug 1: CCC1(CC2CC(C3=C(CCN(C2)C1)C4=CC=CC=C4N3)(C5=C(C=C6C(=C5)C78CCN9C7C(C=CC9)(C(C(C8N6C)(C(=O)OC)O)OC(=O)C)CC)OC)C(=O)OC)O.OS(=O)(=O)O. Drug 2: CCCCCOC(=O)NC1=NC(=O)N(C=C1F)C2C(C(C(O2)C)O)O. Cell line: SK-OV-3. Synergy scores: CSS=4.51, Synergy_ZIP=-2.18, Synergy_Bliss=-2.42, Synergy_Loewe=-3.27, Synergy_HSA=-1.52. (2) Drug 1: CC12CCC3C(C1CCC2=O)CC(=C)C4=CC(=O)C=CC34C. Drug 2: C1C(C(OC1N2C=C(C(=O)NC2=O)F)CO)O. Cell line: RPMI-8226. Synergy scores: CSS=71.4, Synergy_ZIP=4.40, Synergy_Bliss=5.58, Synergy_Loewe=6.50, Synergy_HSA=6.84. (3) Drug 1: CCC1(CC2CC(C3=C(CCN(C2)C1)C4=CC=CC=C4N3)(C5=C(C=C6C(=C5)C78CCN9C7C(C=CC9)(C(C(C8N6C=O)(C(=O)OC)O)OC(=O)C)CC)OC)C(=O)OC)O.OS(=O)(=O)O. Drug 2: C1=NC2=C(N=C(N=C2N1C3C(C(C(O3)CO)O)F)Cl)N. Cell line: IGROV1. Synergy scores: CSS=1.93, Synergy_ZIP=-1.19, Synergy_Bliss=-0.106, Synergy_Loewe=-0.674, Synergy_HSA=-0.658.